From a dataset of Catalyst prediction with 721,799 reactions and 888 catalyst types from USPTO. Predict which catalyst facilitates the given reaction. (1) Reactant: F[C:2]1[N:7]2[CH:8]=[C:9]([CH2:11][N:12]([CH3:23])[CH:13]3[C:18]4=[N:19][CH:20]=[CH:21][CH:22]=[C:17]4[O:16][CH2:15][CH2:14]3)[N:10]=[C:6]2[CH:5]=[CH:4][CH:3]=1.[CH3:24][N:25]1[CH2:30][CH2:29][NH:28][CH2:27][CH2:26]1. Product: [CH3:23][N:12]([CH2:11][C:9]1[N:10]=[C:6]2[CH:5]=[CH:4][CH:3]=[C:2]([N:28]3[CH2:29][CH2:30][N:25]([CH3:24])[CH2:26][CH2:27]3)[N:7]2[CH:8]=1)[CH:13]1[C:18]2=[N:19][CH:20]=[CH:21][CH:22]=[C:17]2[O:16][CH2:15][CH2:14]1. The catalyst class is: 60. (2) The catalyst class is: 39. Reactant: [CH:1]1([NH:4][C:5]2[N:10]3[N:11]=[CH:12][C:13]([CH:14]=[O:15])=[C:9]3[N:8]=[C:7]([C:16]3[S:20][C:19]([C:21]([OH:23])=O)=[CH:18][CH:17]=3)[CH:6]=2)[CH2:3][CH2:2]1.C[N:25](C(ON1N=NC2C=CC=NC1=2)=[N+](C)C)C.F[P-](F)(F)(F)(F)F.C1C=CC2N(O)N=NC=2C=1.CCN(C(C)C)C(C)C.[Cl-].[NH4+]. Product: [CH:1]1([NH:4][C:5]2[N:10]3[N:11]=[CH:12][C:13]([CH:14]=[O:15])=[C:9]3[N:8]=[C:7]([C:16]3[S:20][C:19]([C:21]([NH2:25])=[O:23])=[CH:18][CH:17]=3)[CH:6]=2)[CH2:2][CH2:3]1. (3) Reactant: [CH2:1]([NH:8][C:9](=[O:12])[CH2:10]Cl)[C:2]1[CH:7]=[CH:6][CH:5]=[CH:4][CH:3]=1.[F:13][C:14]1[CH:20]=[CH:19][C:17]([NH2:18])=[C:16]([CH3:21])[CH:15]=1.C(N(CC)C(C)C)(C)C. Product: [CH2:1]([NH:8][C:9](=[O:12])[CH2:10][NH:18][C:17]1[CH:19]=[CH:20][C:14]([F:13])=[CH:15][C:16]=1[CH3:21])[C:2]1[CH:7]=[CH:6][CH:5]=[CH:4][CH:3]=1. The catalyst class is: 39. (4) Reactant: [OH:1][CH2:2][CH2:3][O:4][CH2:5][CH2:6][O:7][C:8](=[O:17])[C:9]([C:11]1[CH:16]=[CH:15][CH:14]=[CH:13][CH:12]=1)=[O:10].[CH:18]1[C:23]([CH2:24][C:25]2[CH:30]=[CH:29][C:28]([N:31]=[C:32]=[O:33])=[CH:27][CH:26]=2)=[CH:22][CH:21]=[C:20]([N:34]=[C:35]=[O:36])[CH:19]=1. Product: [N:31]([C:28]1[CH:29]=[CH:30][C:25]([CH2:24][C:23]2[CH:18]=[CH:19][C:20]([NH:34][C:35]([O:1][CH2:2][CH2:3][O:4][CH2:5][CH2:6][O:7][C:8](=[O:17])[C:9]([C:11]3[CH:16]=[CH:15][CH:14]=[CH:13][CH:12]=3)=[O:10])=[O:36])=[CH:21][CH:22]=2)=[CH:26][CH:27]=1)=[C:32]=[O:33]. The catalyst class is: 11.